This data is from Full USPTO retrosynthesis dataset with 1.9M reactions from patents (1976-2016). The task is: Predict the reactants needed to synthesize the given product. (1) Given the product [CH:11]1[C:10]2[CH2:9][C:8]3[C:17](=[CH:18][CH:19]=[CH:6][CH:7]=3)[O:16][C:15]=2[CH:14]=[CH:13][CH:12]=1.[CH:39]1[C:40]2[C:49]3[C:44](=[CH:45][CH:46]=[CH:47][CH:48]=3)[C:41]=2[CH:42]=[CH:43][CH:38]=1, predict the reactants needed to synthesize it. The reactants are: C(O[C:6]1[C:19](C)=[C:18](C)[C:17]2[O:16][C:15]3[C:10](=[C:11](C)[C:12](OCC4OC4)=[C:13](C)[C:14]=3C)[CH:9](C3C=CC=CC=3)[C:8]=2[C:7]=1C)C1OC1.O[C:38]1[CH:43]=[CH:42][C:41]([C:44]2[CH:49]=[CH:48][C:47](O)=[CH:46][CH:45]=2)=[CH:40][CH:39]=1.C1(P(C2C=CC=CC=2)C2C=CC=CC=2)C=CC=CC=1. (2) The reactants are: Br[C:2]1[CH:7]=[CH:6][C:5]([N:8]2[C:20]3[CH:19]=[CH:18][C:17]([C:21]([CH3:24])([CH3:23])[CH3:22])=[CH:16][C:15]=3[C:14]3[C:9]2=[CH:10][CH:11]=[C:12]([C:25]([CH3:28])([CH3:27])[CH3:26])[CH:13]=3)=[CH:4][CH:3]=1.[CH3:29][C:30]1([CH3:44])[C:43]2[CH:42]=[CH:41][CH:40]=[CH:39][C:38]=2[NH:37][C:36]2[C:31]1=[CH:32][CH:33]=[CH:34][CH:35]=2. Given the product [C:21]([C:17]1[CH:18]=[CH:19][C:20]2[N:8]([C:5]3[CH:4]=[CH:3][C:2]([N:37]4[C:38]5[C:43](=[CH:42][CH:41]=[CH:40][CH:39]=5)[C:30]([CH3:44])([CH3:29])[C:31]5[CH:32]=[CH:33][CH:34]=[CH:35][C:36]4=5)=[CH:7][CH:6]=3)[C:9]3[C:14]([C:15]=2[CH:16]=1)=[CH:13][C:12]([C:25]([CH3:28])([CH3:27])[CH3:26])=[CH:11][CH:10]=3)([CH3:22])([CH3:24])[CH3:23], predict the reactants needed to synthesize it. (3) Given the product [CH2:1]([C@:3]1([OH:28])[C:25]2[CH:24]=[C:23]3[N:10]([CH2:11][C:12]4[C:13]3=[N:14][C:15]3[CH:16]=[C:17]([F:22])[CH:18]=[CH:19][C:20]=3[C:21]=4[CH2:29][CH2:30][CH3:31])[C:9](=[O:26])[C:8]=2[CH2:7][O:6][C:5](=[O:27])[CH2:4]1)[CH3:2], predict the reactants needed to synthesize it. The reactants are: [CH2:1]([C@:3]1([OH:28])[C:25]2[CH:24]=[C:23]3[N:10]([CH2:11][C:12]4[C:13]3=[N:14][C:15]3[CH:16]=[C:17]([F:22])[CH:18]=[CH:19][C:20]=3[CH:21]=4)[C:9](=[O:26])[C:8]=2[CH2:7][O:6][C:5](=[O:27])[CH2:4]1)[CH3:2].[CH:29](=O)[CH2:30][CH2:31]C. (4) Given the product [C:10]1([C:8](=[CH2:9])[CH2:7][OH:6])[CH:15]=[CH:14][CH:13]=[CH:12][CH:11]=1, predict the reactants needed to synthesize it. The reactants are: C([Si](C)(C)[O:6][CH2:7][C:8]([C:10]1[CH:15]=[CH:14][CH:13]=[CH:12][CH:11]=1)=[CH2:9])(C)(C)C.[F-].C([N+](CCCC)(CCCC)CCCC)CCC. (5) Given the product [Cl:36][C:21]1[C:20]([N:12]2[CH2:13][CH2:14][N:15]([CH:16]3[CH2:19][O:18][CH2:17]3)[CH:10]([CH2:9][OH:8])[CH2:11]2)=[CH:25][C:24]([C:26]#[N:27])=[CH:23][C:22]=1[NH:28][C:29](=[O:35])[O:30][C:31]([CH3:33])([CH3:32])[CH3:34], predict the reactants needed to synthesize it. The reactants are: [Si]([O:8][CH2:9][CH:10]1[N:15]([CH:16]2[CH2:19][O:18][CH2:17]2)[CH2:14][CH2:13][N:12]([C:20]2[C:21]([Cl:36])=[C:22]([NH:28][C:29](=[O:35])[O:30][C:31]([CH3:34])([CH3:33])[CH3:32])[CH:23]=[C:24]([C:26]#[N:27])[CH:25]=2)[CH2:11]1)(C(C)(C)C)(C)C.CCCC[N+](CCCC)(CCCC)CCCC.[F-]. (6) Given the product [CH3:1][C:2]1[C:7]([C:19]2[N:20]=[C:21]([N:28]3[CH2:33][CH2:32][O:31][CH2:30][CH2:29]3)[C:22]3[S:27][CH:26]=[CH:25][C:23]=3[N:24]=2)=[CH:6][CH:5]=[CH:4][C:3]=1[NH2:17], predict the reactants needed to synthesize it. The reactants are: [CH3:1][C:2]1[C:7](B2OC(C)(C)C(C)(C)O2)=[CH:6][CH:5]=[CH:4][C:3]=1[NH2:17].Cl[C:19]1[N:20]=[C:21]([N:28]2[CH2:33][CH2:32][O:31][CH2:30][CH2:29]2)[C:22]2[S:27][CH:26]=[CH:25][C:23]=2[N:24]=1. (7) Given the product [CH:22]([O:25][C:26]([N:28]1[CH2:33][CH2:32][CH:31]([CH2:34][O:21][C:18]2[CH:17]=[N:16][C:15]([Br:14])=[CH:20][CH:19]=2)[CH2:30][CH2:29]1)=[O:27])([CH3:24])[CH3:23], predict the reactants needed to synthesize it. The reactants are: C(P(CCCC)CCCC)CCC.[Br:14][C:15]1[CH:20]=[CH:19][C:18]([OH:21])=[CH:17][N:16]=1.[CH:22]([O:25][C:26]([N:28]1[CH2:33][CH2:32][CH:31]([CH2:34]O)[CH2:30][CH2:29]1)=[O:27])([CH3:24])[CH3:23].CCCC(C)C. (8) Given the product [F:1][C:2]([F:12])([F:11])[C:3]1[CH:8]=[C:7]2[C:6](=[CH:5][CH:4]=1)[NH:9][CH:18]1[CH:13]2[CH2:14][CH2:15][CH2:16][CH2:17]1, predict the reactants needed to synthesize it. The reactants are: [F:1][C:2]([F:12])([F:11])[C:3]1[CH:8]=[CH:7][C:6]([NH:9]N)=[CH:5][CH:4]=1.[C:13]1(=O)[CH2:18][CH2:17][CH2:16][CH2:15][CH2:14]1.